Dataset: Full USPTO retrosynthesis dataset with 1.9M reactions from patents (1976-2016). Task: Predict the reactants needed to synthesize the given product. Given the product [N+:14]([O-:17])([OH:16])=[O:15].[Br:1][C:2]1[CH:7]=[C:6]([C:8]([CH3:10])([CH3:9])[CH3:11])[CH:5]=[C:4]([N+:14]([O-:16])=[O:15])[C:3]=1[O:12][CH3:13], predict the reactants needed to synthesize it. The reactants are: [Br:1][C:2]1[CH:7]=[C:6]([C:8]([CH3:11])([CH3:10])[CH3:9])[CH:5]=[CH:4][C:3]=1[O:12][CH3:13].[N+:14]([O-:17])([OH:16])=[O:15].